Dataset: Forward reaction prediction with 1.9M reactions from USPTO patents (1976-2016). Task: Predict the product of the given reaction. Given the reactants Cl[C:2]1[CH:7]=[CH:6][N:5]=[CH:4][C:3]=1[N+:8]([O-:10])=[O:9].[CH3:11][C:12]1([OH:18])[CH2:17][CH2:16][CH2:15][NH:14][CH2:13]1.C(N(CC)CC)C, predict the reaction product. The product is: [CH3:11][C:12]1([OH:18])[CH2:17][CH2:16][CH2:15][N:14]([C:2]2[CH:7]=[CH:6][N:5]=[CH:4][C:3]=2[N+:8]([O-:10])=[O:9])[CH2:13]1.